Task: Regression/Classification. Given a drug SMILES string, predict its absorption, distribution, metabolism, or excretion properties. Task type varies by dataset: regression for continuous measurements (e.g., permeability, clearance, half-life) or binary classification for categorical outcomes (e.g., BBB penetration, CYP inhibition). Dataset: cyp2d6_veith.. Dataset: CYP2D6 inhibition data for predicting drug metabolism from PubChem BioAssay The molecule is COC(=O)[C@@]1(Cc2ccc(F)cc2)[C@H]2c3cc(C(=O)N4CCCC4)n(Cc4ccc(C(F)(F)F)nc4)c3C[C@H]2CN1C(=O)c1ccccc1. The result is 0 (non-inhibitor).